From a dataset of Catalyst prediction with 721,799 reactions and 888 catalyst types from USPTO. Predict which catalyst facilitates the given reaction. (1) Product: [Cl:1][C:2]1[CH:3]=[C:4]([CH2:13][OH:14])[C:5]2[O:9][C:8]([CH2:10][CH3:11])=[CH:7][C:6]=2[CH:12]=1. Reactant: [Cl:1][C:2]1[CH:3]=[C:4]([CH:13]=[O:14])[C:5]2[O:9][C:8]([CH2:10][CH3:11])=[CH:7][C:6]=2[CH:12]=1.[BH4-].[Na+]. The catalyst class is: 5. (2) Product: [Cl:1][C:2]1[CH:3]=[CH:4][C:5]2[NH:11][C:10](=[O:12])[C@@H:9]([CH2:13][C:14]([O:16][CH:27]([CH3:29])[CH3:28])=[O:15])[S:8][C@H:7]([C:17]3[CH:22]=[CH:21][CH:20]=[C:19]([O:23][CH3:24])[CH:18]=3)[C:6]=2[CH:25]=1. Reactant: [Cl:1][C:2]1[CH:3]=[CH:4][C:5]2[NH:11][C:10](=[O:12])[C@@H:9]([CH2:13][C:14]([OH:16])=[O:15])[S:8][C@H:7]([C:17]3[CH:22]=[CH:21][CH:20]=[C:19]([O:23][CH3:24])[CH:18]=3)[C:6]=2[CH:25]=1.I[CH:27]([CH3:29])[CH3:28].C(=O)([O-])[O-].[K+].[K+]. The catalyst class is: 42. (3) Reactant: C[SiH](C)C1C=CC=CC=1[SiH](C)C.[CH3:13][N:14]([CH3:24])[C:15](=O)[C:16]1[CH:21]=[CH:20][C:19]([Br:22])=[CH:18][CH:17]=1. Product: [CH3:24][N:14]([CH2:15][C:16]1[CH:17]=[CH:18][C:19]([Br:22])=[CH:20][CH:21]=1)[CH3:13]. The catalyst class is: 11. (4) Reactant: [Cl:1][C:2]1[N:3]=[C:4](Cl)[C:5]2[O:10][C:9]3[CH:11]=[CH:12][C:13]([Cl:15])=[CH:14][C:8]=3[C:6]=2[N:7]=1.C([O-])([O-])=O.[K+].[K+].[CH3:23][N:24]1[CH2:29][CH2:28][NH:27][CH2:26][CH2:25]1. Product: [Cl:1][C:2]1[N:3]=[C:4]([N:27]2[CH2:28][CH2:29][N:24]([CH3:23])[CH2:25][CH2:26]2)[C:5]2[O:10][C:9]3[CH:11]=[CH:12][C:13]([Cl:15])=[CH:14][C:8]=3[C:6]=2[N:7]=1. The catalyst class is: 494.